This data is from Full USPTO retrosynthesis dataset with 1.9M reactions from patents (1976-2016). The task is: Predict the reactants needed to synthesize the given product. (1) Given the product [CH2:23]([C:14]1[N:15]([CH2:16][CH:17]2[CH2:22][CH2:21][O:20][CH2:19][CH2:18]2)[C:6]2[C:5]3[CH:4]=[CH:3][C:2](/[CH:49]=[CH:48]/[C:47]([N:51]4[CH2:56][CH2:55][O:54][CH2:53][CH2:52]4)=[O:50])=[CH:11][C:10]=3[N:9]=[C:8]([NH2:12])[C:7]=2[N:13]=1)[CH3:24], predict the reactants needed to synthesize it. The reactants are: Br[C:2]1[CH:3]=[CH:4][C:5]2[C:6]3[N:15]([CH2:16][CH:17]4[CH2:22][CH2:21][O:20][CH2:19][CH2:18]4)[C:14]([CH2:23][CH3:24])=[N:13][C:7]=3[C:8]([NH2:12])=[N:9][C:10]=2[CH:11]=1.C1(C)C=CC=CC=1P(C1C=CC=CC=1C)C1C=CC=CC=1C.[C:47]([N:51]1[CH2:56][CH2:55][O:54][CH2:53][CH2:52]1)(=[O:50])[CH:48]=[CH2:49]. (2) The reactants are: Br[C:2]1[CH:3]=[CH:4][C:5]([C:14]([O:16][CH3:17])=[O:15])=[N:6][C:7]=1[NH:8][C:9]([CH:11]1[CH2:13][CH2:12]1)=[S:10].[H-].[Na+].O.Cl. Given the product [CH:11]1([C:9]2[S:10][C:2]3[C:7]([N:8]=2)=[N:6][C:5]([C:14]([O:16][CH3:17])=[O:15])=[CH:4][CH:3]=3)[CH2:13][CH2:12]1, predict the reactants needed to synthesize it.